This data is from Merck oncology drug combination screen with 23,052 pairs across 39 cell lines. The task is: Regression. Given two drug SMILES strings and cell line genomic features, predict the synergy score measuring deviation from expected non-interaction effect. (1) Drug 1: COC12C(COC(N)=O)C3=C(C(=O)C(C)=C(N)C3=O)N1CC1NC12. Drug 2: Cc1nc(Nc2ncc(C(=O)Nc3c(C)cccc3Cl)s2)cc(N2CCN(CCO)CC2)n1. Cell line: NCIH520. Synergy scores: synergy=59.5. (2) Drug 1: CC1CC2C3CCC4=CC(=O)C=CC4(C)C3(F)C(O)CC2(C)C1(O)C(=O)CO. Drug 2: Cn1c(=O)n(-c2ccc(C(C)(C)C#N)cc2)c2c3cc(-c4cnc5ccccc5c4)ccc3ncc21. Cell line: NCIH520. Synergy scores: synergy=26.8. (3) Drug 1: O=C(NOCC(O)CO)c1ccc(F)c(F)c1Nc1ccc(I)cc1F. Drug 2: Cc1nc(Nc2ncc(C(=O)Nc3c(C)cccc3Cl)s2)cc(N2CCN(CCO)CC2)n1. Cell line: SKOV3. Synergy scores: synergy=-13.0. (4) Drug 1: CC1(c2nc3c(C(N)=O)cccc3[nH]2)CCCN1. Drug 2: CCc1cnn2c(NCc3ccc[n+]([O-])c3)cc(N3CCCCC3CCO)nc12. Cell line: OV90. Synergy scores: synergy=-7.96.